From a dataset of Reaction yield outcomes from USPTO patents with 853,638 reactions. Predict the reaction yield, written as a fraction of the theoretical maximum amount of product (1.0 means a 100% yield; for example, 0.34 means a 34% yield). (1) The reactants are [Cl:1][C:2]1[CH:9]=[CH:8][C:5]([C:6]#[N:7])=[C:4]([O:10][C:11]2[CH:16]=[CH:15][CH:14]=[C:13]([CH:17]=O)[C:12]=2[O:19][CH2:20][C:21]([F:24])([F:23])[F:22])[CH:3]=1.CN.[C:27]([BH3-])#[N:28].[Na+].[C:31]([OH:38])(=[O:37])/[CH:32]=[CH:33]/[C:34]([OH:36])=[O:35]. The catalyst is CO.C(O)(=O)C. The product is [C:31]([OH:38])(=[O:37])/[CH:32]=[CH:33]/[C:34]([OH:36])=[O:35].[Cl:1][C:2]1[CH:9]=[CH:8][C:5]([C:6]#[N:7])=[C:4]([O:10][C:11]2[CH:16]=[CH:15][CH:14]=[C:13]([CH2:17][NH:28][CH3:27])[C:12]=2[O:19][CH2:20][C:21]([F:24])([F:23])[F:22])[CH:3]=1. The yield is 0.470. (2) The reactants are [F:1][C:2]1[CH:3]=[C:4]([C@H:12]2[CH2:17][C@@H:16]([C:18]3[O:22][NH:21][C:20](=[O:23])[CH:19]=3)[CH2:15][CH2:14][N:13]2C(OC)=O)[CH:5]=[CH:6][C:7]=1[C:8]([F:11])([F:10])[F:9].Br. No catalyst specified. The product is [F:1][C:2]1[CH:3]=[C:4]([C@H:12]2[CH2:17][C@@H:16]([C:18]3[O:22][NH:21][C:20](=[O:23])[CH:19]=3)[CH2:15][CH2:14][NH:13]2)[CH:5]=[CH:6][C:7]=1[C:8]([F:9])([F:10])[F:11]. The yield is 0.550. (3) The reactants are Br[C:2]1[CH:3]=[C:4]([C:8]2[CH:21]=[CH:20][C:19]3[C:10](=[C:11]([C:28]4[CH:33]=[CH:32][CH:31]=[CH:30][CH:29]=4)[C:12]4[C:17]([C:18]=3[C:22]3[CH:27]=[CH:26][CH:25]=[CH:24][CH:23]=3)=[CH:16][CH:15]=[CH:14][CH:13]=4)[CH:9]=2)[CH:5]=[CH:6][CH:7]=1.[CH:34]1[C:42]2[C:41]3[CH:43]=[CH:44][CH:45]=[CH:46][C:40]=3[O:39][C:38]=2[CH:37]=[CH:36][C:35]=1B(O)O.C1(C)C=CC=CC=1P(C1C=CC=CC=1C)C1C=CC=CC=1C.C(=O)([O-])[O-].[Na+].[Na+]. The catalyst is C([O-])(=O)C.[Pd+2].C([O-])(=O)C.C1(C)C=CC=CC=1.CCCCCC.C(O)C. The product is [C:28]1([C:11]2[C:12]3[C:17]([C:18]([C:22]4[CH:23]=[CH:24][CH:25]=[CH:26][CH:27]=4)=[C:19]4[C:10]=2[CH:9]=[C:8]([C:4]2[CH:5]=[C:6]([C:35]5[CH:36]=[CH:37][C:38]6[O:39][C:40]7[CH:46]=[CH:45][CH:44]=[CH:43][C:41]=7[C:42]=6[CH:34]=5)[CH:7]=[CH:2][CH:3]=2)[CH:21]=[CH:20]4)=[CH:16][CH:15]=[CH:14][CH:13]=3)[CH:33]=[CH:32][CH:31]=[CH:30][CH:29]=1. The yield is 0.290. (4) The reactants are [CH2:1]([O:3][C:4]([C:6]1[S:10][C:9]2[CH:11]=[C:12]([C:15]([CH2:19][CH3:20])(O)[CH2:16][CH3:17])[CH:13]=[CH:14][C:8]=2[CH:7]=1)=[O:5])[CH3:2].[C:21]1([CH3:28])[C:26]([OH:27])=[CH:25][CH:24]=[CH:23][CH:22]=1.B(F)(F)F.CCOCC. The catalyst is C(Cl)Cl. The product is [CH2:1]([O:3][C:4]([C:6]1[S:10][C:9]2[CH:11]=[C:12]([C:15]([CH2:16][CH3:17])([C:23]3[CH:24]=[CH:25][C:26]([OH:27])=[C:21]([CH3:28])[CH:22]=3)[CH2:19][CH3:20])[CH:13]=[CH:14][C:8]=2[CH:7]=1)=[O:5])[CH3:2]. The yield is 0.920. (5) The reactants are [NH2:1][C:2]1[CH:7]=[C:6](Cl)[N:5]=[C:4]([C:9]([O:11][CH3:12])=[O:10])[C:3]=1[Cl:13].[CH:14]([Sn](CCCC)(CCCC)CCCC)=[CH2:15]. The catalyst is ClCCCl.Cl[Pd](Cl)([P](C1C=CC=CC=1)(C1C=CC=CC=1)C1C=CC=CC=1)[P](C1C=CC=CC=1)(C1C=CC=CC=1)C1C=CC=CC=1. The product is [NH2:1][C:2]1[CH:7]=[C:6]([CH:14]=[CH2:15])[N:5]=[C:4]([C:9]([O:11][CH3:12])=[O:10])[C:3]=1[Cl:13]. The yield is 0.840.